From a dataset of Forward reaction prediction with 1.9M reactions from USPTO patents (1976-2016). Predict the product of the given reaction. (1) The product is: [CH3:23][O:22][C:21]1[C:20]([O:28][CH3:29])=[CH:27][CH:26]=[CH:25][C:24]=1[C:5]([CH:7]1[CH2:8][CH2:9][N:10]([C:13]([O:15][C:16]([CH3:17])([CH3:18])[CH3:19])=[O:14])[CH2:11][CH2:12]1)=[O:6]. Given the reactants COCN[C:5]([CH:7]1[CH2:12][CH2:11][N:10]([C:13]([O:15][C:16]([CH3:19])([CH3:18])[CH3:17])=[O:14])[CH2:9][CH2:8]1)=[O:6].[C:20]1([O:28][CH3:29])[C:21](=[CH:24][CH:25]=[CH:26][CH:27]=1)[O:22][CH3:23].O1CCCC1, predict the reaction product. (2) Given the reactants [NH2:1][C:2]1[C:10]([NH2:11])=[CH:9][C:5]([C:6]([OH:8])=[O:7])=[C:4]([OH:12])[CH:3]=1.[CH3:13][O:14][C:15]1[CH:20]=[CH:19][C:18]([C:21](=O)[C:22]([C:24]2[CH:29]=[CH:28][C:27]([O:30][CH3:31])=[CH:26][CH:25]=2)=O)=[CH:17][CH:16]=1, predict the reaction product. The product is: [OH:12][C:4]1[CH:3]=[C:2]2[C:10]([N:11]=[C:22]([C:24]3[CH:29]=[CH:28][C:27]([O:30][CH3:31])=[CH:26][CH:25]=3)[C:21]([C:18]3[CH:17]=[CH:16][C:15]([O:14][CH3:13])=[CH:20][CH:19]=3)=[N:1]2)=[CH:9][C:5]=1[C:6]([OH:8])=[O:7]. (3) Given the reactants C[CH2:2][N:3](C(C)C)[CH:4](C)C.[F:10][C:11]1[CH:12]=[C:13]([N:18]2[CH2:22][CH2:21][CH2:20][CH:19]2[C:23]2[CH:24]=[C:25]([C:40](O)=[O:41])[CH:26]=[C:27]3[C:32]=2[O:31][C:30]([N:33]2[CH2:38][CH2:37][O:36][CH2:35][CH2:34]2)=[CH:29][C:28]3=[O:39])[CH:14]=[C:15]([F:17])[CH:16]=1.[B-](F)(F)(F)F.CN(C(ON1C(=O)CCC1=O)=[N+](C)C)C.CNC, predict the reaction product. The product is: [F:17][C:15]1[CH:14]=[C:13]([N:18]2[CH2:22][CH2:21][CH2:20][CH:19]2[C:23]2[CH:24]=[C:25]([C:40]([N:3]([CH3:4])[CH3:2])=[O:41])[CH:26]=[C:27]3[C:32]=2[O:31][C:30]([N:33]2[CH2:38][CH2:37][O:36][CH2:35][CH2:34]2)=[CH:29][C:28]3=[O:39])[CH:12]=[C:11]([F:10])[CH:16]=1.